This data is from NCI-60 drug combinations with 297,098 pairs across 59 cell lines. The task is: Regression. Given two drug SMILES strings and cell line genomic features, predict the synergy score measuring deviation from expected non-interaction effect. (1) Drug 1: CCCS(=O)(=O)NC1=C(C(=C(C=C1)F)C(=O)C2=CNC3=C2C=C(C=N3)C4=CC=C(C=C4)Cl)F. Drug 2: C1=CC=C(C=C1)NC(=O)CCCCCCC(=O)NO. Cell line: T-47D. Synergy scores: CSS=5.89, Synergy_ZIP=-2.79, Synergy_Bliss=-3.22, Synergy_Loewe=-4.98, Synergy_HSA=-3.64. (2) Drug 1: C(=O)(N)NO. Drug 2: CC12CCC3C(C1CCC2OP(=O)(O)O)CCC4=C3C=CC(=C4)OC(=O)N(CCCl)CCCl.[Na+]. Cell line: BT-549. Synergy scores: CSS=9.42, Synergy_ZIP=-3.33, Synergy_Bliss=-1.34, Synergy_Loewe=-2.16, Synergy_HSA=-1.88. (3) Drug 1: C1C(C(OC1N2C=NC3=C(N=C(N=C32)Cl)N)CO)O. Drug 2: CC1C(C(CC(O1)OC2CC(OC(C2O)C)OC3=CC4=CC5=C(C(=O)C(C(C5)C(C(=O)C(C(C)O)O)OC)OC6CC(C(C(O6)C)O)OC7CC(C(C(O7)C)O)OC8CC(C(C(O8)C)O)(C)O)C(=C4C(=C3C)O)O)O)O. Cell line: SNB-75. Synergy scores: CSS=53.2, Synergy_ZIP=-0.154, Synergy_Bliss=-0.645, Synergy_Loewe=-12.5, Synergy_HSA=-1.72. (4) Drug 1: CC1=C2C(C(=O)C3(C(CC4C(C3C(C(C2(C)C)(CC1OC(=O)C(C(C5=CC=CC=C5)NC(=O)OC(C)(C)C)O)O)OC(=O)C6=CC=CC=C6)(CO4)OC(=O)C)OC)C)OC. Drug 2: C1CCC(C1)C(CC#N)N2C=C(C=N2)C3=C4C=CNC4=NC=N3. Cell line: CCRF-CEM. Synergy scores: CSS=54.0, Synergy_ZIP=9.61, Synergy_Bliss=13.5, Synergy_Loewe=-11.3, Synergy_HSA=12.4.